Dataset: Reaction yield outcomes from USPTO patents with 853,638 reactions. Task: Predict the reaction yield, written as a fraction of the theoretical maximum amount of product (1.0 means a 100% yield; for example, 0.34 means a 34% yield). (1) The reactants are [NH2:1][C:2]1[CH:10]=[CH:9][C:5]([C:6]([OH:8])=O)=[CH:4][CH:3]=1.[CH2:11]1[C@H:20]2[C@H:15]([CH2:16][CH2:17][C:18]3[CH:24]=[CH:23][CH:22]=[CH:21][C:19]=32)[NH:14][CH2:13][CH2:12]1.F[P-](F)(F)(F)(F)F.N1(OC(N(C)C)=[N+](C)C)C2N=CC=CC=2N=N1. No catalyst specified. The product is [NH2:1][C:2]1[CH:3]=[CH:4][C:5]([C:6]([N:14]2[C@@H:15]3[C@@H:20]([C:19]4[CH:21]=[CH:22][CH:23]=[CH:24][C:18]=4[CH2:17][CH2:16]3)[CH2:11][CH2:12][CH2:13]2)=[O:8])=[CH:9][CH:10]=1. The yield is 0.660. (2) The reactants are [C:1]1([S:7]([N:10]2[C:14]3[N:15]=[CH:16][N:17]=[C:18](Cl)[C:13]=3[CH:12]=[C:11]2[Cl:20])(=[O:9])=[O:8])[CH:6]=[CH:5][CH:4]=[CH:3][CH:2]=1.CC1(C)C(C)(C)OB([C:29]2[CH:35]=[CH:34][C:32]([NH2:33])=[CH:31][CH:30]=2)O1.C([O-])([O-])=O.[K+].[K+]. The catalyst is C(#N)C.C1C=CC(P(C2C=CC=CC=2)[C-]2C=CC=C2)=CC=1.C1C=CC(P(C2C=CC=CC=2)[C-]2C=CC=C2)=CC=1.Cl[Pd]Cl.[Fe+2]. The product is [C:1]1([S:7]([N:10]2[C:14]3[N:15]=[CH:16][N:17]=[C:18]([C:29]4[CH:35]=[CH:34][C:32]([NH2:33])=[CH:31][CH:30]=4)[C:13]=3[CH:12]=[C:11]2[Cl:20])(=[O:9])=[O:8])[CH:6]=[CH:5][CH:4]=[CH:3][CH:2]=1. The yield is 0.195. (3) The reactants are [C:1](=[O:12])([S:9][CH2:10][CH3:11])[O:2][O:3][CH:4](Cl)[CH:5]([CH3:7])[CH3:6].[C:13]([OH:19])(=[O:18])[C:14]([CH3:17])([CH3:16])[CH3:15].C(N(CC)C(C)C)(C)C.O. The catalyst is CCOCC. The product is [C:1](=[O:12])([S:9][CH2:10][CH3:11])[O:2][O:3][CH:4]([O:19][C:13](=[O:18])[C:14]([CH3:17])([CH3:16])[CH3:15])[CH:5]([CH3:7])[CH3:6]. The yield is 1.00. (4) The reactants are [Br:1][C:2]1[CH:7]=[CH:6][C:5]([N+:8]([O-])=O)=[C:4]([N+:11]([O-])=O)[C:3]=1[CH3:14].O.O.Cl[Sn]Cl.CCOC(C)=O.C([O-])(O)=O.[Na+]. The catalyst is CCO. The product is [Br:1][C:2]1[C:3]([CH3:14])=[C:4]([NH2:11])[C:5]([NH2:8])=[CH:6][CH:7]=1. The yield is 0.910. (5) The reactants are [CH2:1]([C:4]1[N:8]([CH2:9][C:10]2[CH:28]=[CH:27][C:13]3/[C:14](=[CH:23]/[C:24](O)=[O:25])/[C:15]4[CH:22]=[CH:21][CH:20]=[CH:19][C:16]=4[CH2:17][CH2:18][C:12]=3[CH:11]=2)[C:7]2[CH:29]=[CH:30][CH:31]=[CH:32][C:6]=2[N:5]=1)[CH2:2][CH3:3].[CH3:33][S:34]([NH2:37])(=[O:36])=[O:35].C1CCN2C(=NCCC2)CC1.C(O)(=O)CC(CC(O)=O)(C(O)=O)O. The catalyst is CN(C=O)C.O. The product is [CH2:1]([C:4]1[N:8]([CH2:9][C:10]2[CH:28]=[CH:27][C:13]3/[C:14](=[CH:23]/[C:24]([NH:37][S:34]([CH3:33])(=[O:36])=[O:35])=[O:25])/[C:15]4[CH:22]=[CH:21][CH:20]=[CH:19][C:16]=4[CH2:17][CH2:18][C:12]=3[CH:11]=2)[C:7]2[CH:29]=[CH:30][CH:31]=[CH:32][C:6]=2[N:5]=1)[CH2:2][CH3:3]. The yield is 0.410.